Dataset: Reaction yield outcomes from USPTO patents with 853,638 reactions. Task: Predict the reaction yield, written as a fraction of the theoretical maximum amount of product (1.0 means a 100% yield; for example, 0.34 means a 34% yield). (1) The reactants are C(N(CC)CC)C.Br[C:9]1[N:14]=[CH:13][C:12]([CH2:15][CH2:16][C:17]([O:19][CH3:20])=[O:18])=[CH:11][CH:10]=1.[CH3:21][Si:22]([C:25]#[CH:26])([CH3:24])[CH3:23]. The catalyst is C1COCC1.Cl[Pd](Cl)([P](C1C=CC=CC=1)(C1C=CC=CC=1)C1C=CC=CC=1)[P](C1C=CC=CC=1)(C1C=CC=CC=1)C1C=CC=CC=1.[Cu](I)I. The product is [CH3:21][Si:22]([C:25]#[C:26][C:9]1[N:14]=[CH:13][C:12]([CH2:15][CH2:16][C:17]([O:19][CH3:20])=[O:18])=[CH:11][CH:10]=1)([CH3:24])[CH3:23]. The yield is 0.980. (2) The reactants are [C:1]([NH:4][C:5]1[CH:9]=[C:8]([C:10]2[CH:15]=[CH:14][C:13]([CH3:16])=[CH:12][CH:11]=2)S[C:6]=1[C:17]([O:19][CH3:20])=[O:18])(=[O:3])[CH3:2]. The catalyst is [Ni]. The product is [CH3:20][O:19][C:17](=[O:18])[CH2:6][CH:5]([CH2:9][CH2:8][C:10]1[CH:11]=[CH:12][C:13]([CH3:16])=[CH:14][CH:15]=1)[NH:4][C:1](=[O:3])[CH3:2]. The yield is 0.991. (3) The reactants are [C:1]([O:5][C:6](=[O:14])[C:7]1[CH:12]=[CH:11][C:10]([NH2:13])=[CH:9][CH:8]=1)([CH3:4])([CH3:3])[CH3:2].Br[C:16]1[CH:17]=[N:18][CH:19]=[N:20][CH:21]=1. No catalyst specified. The product is [C:1]([O:5][C:6](=[O:14])[C:7]1[CH:8]=[CH:9][C:10]([NH:13][C:16]2[CH:17]=[N:18][CH:19]=[N:20][CH:21]=2)=[CH:11][CH:12]=1)([CH3:4])([CH3:2])[CH3:3]. The yield is 0.760. (4) The reactants are [NH2:1][C:2]1[CH:7]=[CH:6][CH:5]=[CH:4][C:3]=1[S:8]([NH2:11])(=[O:10])=[O:9].[CH3:12][C:13]1[S:14][CH:15]=[C:16]([C:18]2[CH:19]=[C:20]([S:24](Cl)(=[O:26])=[O:25])[CH:21]=[CH:22][CH:23]=2)[N:17]=1. No catalyst specified. The product is [CH3:12][C:13]1[S:14][CH:15]=[C:16]([C:18]2[CH:19]=[C:20]([S:24]([NH:1][C:2]3[CH:7]=[CH:6][CH:5]=[CH:4][C:3]=3[S:8](=[O:9])(=[O:10])[NH2:11])(=[O:26])=[O:25])[CH:21]=[CH:22][CH:23]=2)[N:17]=1. The yield is 0.0500. (5) The reactants are [OH:1][C@H:2]([C:26]1[CH:27]=[N:28][CH:29]=[CH:30][CH:31]=1)[C@H:3]1[CH2:7][CH2:6][C@@H:5]([CH2:8][C:9]2[CH:14]=[CH:13][C:12]([C:15]([O:17]C)=[O:16])=[CH:11][CH:10]=2)[N:4]1[C:19]([O:21][C:22]([CH3:25])([CH3:24])[CH3:23])=[O:20].[OH-].[Li+]. The catalyst is CO.O.O. The product is [C:22]([O:21][C:19]([N:4]1[C@@H:3]([C@H:2]([OH:1])[C:26]2[CH:27]=[N:28][CH:29]=[CH:30][CH:31]=2)[CH2:7][CH2:6][C@H:5]1[CH2:8][C:9]1[CH:10]=[CH:11][C:12]([C:15]([OH:17])=[O:16])=[CH:13][CH:14]=1)=[O:20])([CH3:25])([CH3:23])[CH3:24]. The yield is 0.840. (6) The reactants are [CH3:1][O:2][C:3]1[CH:4]=[C:5]([CH:13]2[CH2:17][CH:16]=[CH:15][O:14]2)[CH:6]=[C:7]([O:11][CH3:12])[C:8]=1[O:9][CH3:10].[CH2:18]([O:20][C:21](=[O:29])[C:22]1[CH:27]=[CH:26][C:25](I)=[CH:24][CH:23]=1)[CH3:19].C1C=CC(P(C2C=CC=CC=2)C2C=CC=CC=2)=CC=1. The catalyst is C(#N)C.CC([O-])=O.CC([O-])=O.[Pd+2]. The product is [CH2:18]([O:20][C:21](=[O:29])[C:22]1[CH:27]=[CH:26][C:25]([CH:15]2[CH:16]=[CH:17][CH:13]([C:5]3[CH:6]=[C:7]([O:11][CH3:12])[C:8]([O:9][CH3:10])=[C:3]([O:2][CH3:1])[CH:4]=3)[O:14]2)=[CH:24][CH:23]=1)[CH3:19]. The yield is 0.860. (7) The reactants are [CH3:1][O:2][C:3]([C:5]1[CH:6]=[CH:7][C:8]([N+:14]([O-:16])=[O:15])=[C:9]([CH:13]=1)[C:10]([OH:12])=O)=[O:4].C(N(CC)CC)C.F[P-](F)(F)(F)(F)F.FC(N(C)C)=[N+](C)C.[C:39]([NH2:48])([C:42]1[CH:47]=[CH:46][CH:45]=[CH:44][CH:43]=1)([CH3:41])[CH3:40]. The catalyst is O.CN(C=O)C. The product is [N+:14]([C:8]1[CH:7]=[CH:6][C:5]([C:3]([O:2][CH3:1])=[O:4])=[CH:13][C:9]=1[C:10](=[O:12])[NH:48][C:39]([C:42]1[CH:47]=[CH:46][CH:45]=[CH:44][CH:43]=1)([CH3:41])[CH3:40])([O-:16])=[O:15]. The yield is 0.700. (8) The reactants are C([O:3][C:4](=[O:46])[CH2:5][CH2:6][CH2:7][O:8][C:9]1[CH:14]=[CH:13][CH:12]=[C:11]([CH2:15][CH2:16][CH2:17][CH2:18][CH2:19][CH2:20][O:21][C:22]2[CH:27]=[C:26]([C:28]3[CH:32]=[CH:31][S:30][CH:29]=3)[CH:25]=[C:24]([C:33]3[CH:38]=[CH:37][N:36]=[CH:35][CH:34]=3)[CH:23]=2)[C:10]=1[CH2:39][CH2:40][C:41]([O:43]CC)=[O:42])C.[OH-].[Na+]. No catalyst specified. The product is [C:41]([CH2:40][CH2:39][C:10]1[C:11]([CH2:15][CH2:16][CH2:17][CH2:18][CH2:19][CH2:20][O:21][C:22]2[CH:27]=[C:26]([C:28]3[CH:32]=[CH:31][S:30][CH:29]=3)[CH:25]=[C:24]([C:33]3[CH:34]=[CH:35][N:36]=[CH:37][CH:38]=3)[CH:23]=2)=[CH:12][CH:13]=[CH:14][C:9]=1[O:8][CH2:7][CH2:6][CH2:5][C:4]([OH:46])=[O:3])([OH:43])=[O:42]. The yield is 0.910. (9) The reactants are C(OC(=O)[NH:10][CH2:11][CH2:12][CH2:13][CH2:14][CH2:15][C:16]([N:18]1[CH2:22][CH:21]([OH:23])[CH:20]([CH:24]([C:43]2[CH:48]=[CH:47][CH:46]=[CH:45][CH:44]=2)[O:25][CH:26]([C:35]2[CH:40]=[CH:39][C:38]([O:41][CH3:42])=[CH:37][CH:36]=2)[C:27]2[CH:32]=[CH:31][C:30]([O:33][CH3:34])=[CH:29][CH:28]=2)[CH2:19]1)=[O:17])C1C=CC=CC=1. The catalyst is CO. The product is [NH2:10][CH2:11][CH2:12][CH2:13][CH2:14][CH2:15][C:16]([N:18]1[CH2:22][CH:21]([OH:23])[CH:20]([CH:24]([C:43]2[CH:48]=[CH:47][CH:46]=[CH:45][CH:44]=2)[O:25][CH:26]([C:35]2[CH:40]=[CH:39][C:38]([O:41][CH3:42])=[CH:37][CH:36]=2)[C:27]2[CH:32]=[CH:31][C:30]([O:33][CH3:34])=[CH:29][CH:28]=2)[CH2:19]1)=[O:17]. The yield is 0.920.